This data is from Forward reaction prediction with 1.9M reactions from USPTO patents (1976-2016). The task is: Predict the product of the given reaction. (1) Given the reactants [F:1][C:2]1[CH:10]=[CH:9][C:8]2[N:7]([CH2:11][C:12]3[CH:21]=[CH:20][C:15]([C:16]([O:18][CH3:19])=[O:17])=[CH:14][CH:13]=3)[C:6]3[CH2:22][CH2:23][N:24]([CH2:27][CH2:28]O)[C:25](=[O:26])[C:5]=3[C:4]=2[CH:3]=1.CCN(C(C)C)C(C)C.CS(Cl)(=O)=O.[CH3:44][N:45]1[CH2:51][CH2:50][CH2:49][NH:48][CH2:47][CH2:46]1, predict the reaction product. The product is: [F:1][C:2]1[CH:10]=[CH:9][C:8]2[N:7]([CH2:11][C:12]3[CH:13]=[CH:14][C:15]([C:16]([O:18][CH3:19])=[O:17])=[CH:20][CH:21]=3)[C:6]3[CH2:22][CH2:23][N:24]([CH2:27][CH2:28][N:48]4[CH2:49][CH2:50][CH2:51][N:45]([CH3:44])[CH2:46][CH2:47]4)[C:25](=[O:26])[C:5]=3[C:4]=2[CH:3]=1. (2) Given the reactants [CH3:1][C:2]1[N:6]([CH2:7][C:8]2[CH:13]=[CH:12][C:11]([CH3:14])=[CH:10][CH:9]=2)[N:5]=[C:4]([C:15]2[O:19][N:18]=[C:17]([C:20]3[CH:25]=[CH:24][C:23]([NH:26]C(=O)OC(C)(C)C)=[CH:22][CH:21]=3)[N:16]=2)[CH:3]=1.FC(F)(F)C(O)=O, predict the reaction product. The product is: [CH3:1][C:2]1[N:6]([CH2:7][C:8]2[CH:9]=[CH:10][C:11]([CH3:14])=[CH:12][CH:13]=2)[N:5]=[C:4]([C:15]2[O:19][N:18]=[C:17]([C:20]3[CH:25]=[CH:24][C:23]([NH2:26])=[CH:22][CH:21]=3)[N:16]=2)[CH:3]=1. (3) Given the reactants [C:1]1([CH:8]=[CH:7][C:5]([OH:6])=[CH:4][CH:3]=1)[OH:2].[OH-].[K+].[Br:11][CH2:12][CH2:13][CH2:14][CH2:15][CH2:16]Br, predict the reaction product. The product is: [Br:11][CH2:12][CH2:13][CH2:14][CH2:15][CH2:16][O:2][C:1]1[CH:8]=[CH:7][C:5]([OH:6])=[CH:4][CH:3]=1. (4) Given the reactants [Br:1][C:2]1[CH:7]=[CH:6][C:5]([S:8][CH2:9][C:10](Cl)=C)=[CH:4][CH:3]=1.[CH2:13](NCC)C, predict the reaction product. The product is: [Br:1][C:2]1[CH:3]=[CH:4][C:5]2[S:8][C:9]([CH3:10])=[CH:13][C:6]=2[CH:7]=1. (5) Given the reactants [CH2:1]([C:3]1([CH2:25][CH3:26])[C:7](=[O:8])[O:6][CH:5]([CH2:9][CH2:10][N:11]2[CH2:16][CH2:15]N(C3C=CC=CC=3C#N)[CH2:13][CH2:12]2)[CH2:4]1)[CH3:2].[C:27](=[C:40]1CCNCC1)([C:34]1[CH:39]=[CH:38][CH:37]=[CH:36][CH:35]=1)[C:28]1[CH:33]=[CH:32][CH:31]=[CH:30][CH:29]=1.N1(C2C=CC=CC=2C#N)CCNCC1, predict the reaction product. The product is: [C:28]1([C:27]([C:34]2[CH:35]=[CH:36][CH:37]=[CH:38][CH:39]=2)=[C:40]2[CH2:13][CH2:12][N:11]([CH2:10][CH2:9][CH:5]3[O:6][C:7](=[O:8])[C:3]([CH2:1][CH3:2])([CH2:25][CH3:26])[CH2:4]3)[CH2:16][CH2:15]2)[CH:33]=[CH:32][CH:31]=[CH:30][CH:29]=1.